From a dataset of NCI-60 drug combinations with 297,098 pairs across 59 cell lines. Regression. Given two drug SMILES strings and cell line genomic features, predict the synergy score measuring deviation from expected non-interaction effect. (1) Synergy scores: CSS=42.4, Synergy_ZIP=-5.48, Synergy_Bliss=2.00, Synergy_Loewe=-5.89, Synergy_HSA=3.17. Cell line: UACC62. Drug 1: CC1C(C(CC(O1)OC2CC(CC3=C2C(=C4C(=C3O)C(=O)C5=C(C4=O)C(=CC=C5)OC)O)(C(=O)CO)O)N)O.Cl. Drug 2: C1=NC2=C(N1)C(=S)N=CN2. (2) Drug 1: C1CC(C1)(C(=O)O)C(=O)O.[NH2-].[NH2-].[Pt+2]. Drug 2: CN(C(=O)NC(C=O)C(C(C(CO)O)O)O)N=O. Cell line: SF-268. Synergy scores: CSS=13.5, Synergy_ZIP=-2.03, Synergy_Bliss=2.56, Synergy_Loewe=2.24, Synergy_HSA=2.16. (3) Drug 1: CC1=C2C(C(=O)C3(C(CC4C(C3C(C(C2(C)C)(CC1OC(=O)C(C(C5=CC=CC=C5)NC(=O)C6=CC=CC=C6)O)O)OC(=O)C7=CC=CC=C7)(CO4)OC(=O)C)O)C)OC(=O)C. Drug 2: C(CCl)NC(=O)N(CCCl)N=O. Cell line: OVCAR-4. Synergy scores: CSS=21.6, Synergy_ZIP=0.0747, Synergy_Bliss=0.829, Synergy_Loewe=-24.0, Synergy_HSA=-0.107. (4) Drug 1: CCC1=C2CN3C(=CC4=C(C3=O)COC(=O)C4(CC)O)C2=NC5=C1C=C(C=C5)O. Drug 2: CC12CCC3C(C1CCC2OP(=O)(O)O)CCC4=C3C=CC(=C4)OC(=O)N(CCCl)CCCl.[Na+]. Cell line: HT29. Synergy scores: CSS=55.8, Synergy_ZIP=-3.01, Synergy_Bliss=-5.84, Synergy_Loewe=-18.9, Synergy_HSA=-2.74. (5) Drug 1: C1=NC2=C(N1)C(=S)N=C(N2)N. Drug 2: COC1=NC(=NC2=C1N=CN2C3C(C(C(O3)CO)O)O)N. Cell line: COLO 205. Synergy scores: CSS=16.4, Synergy_ZIP=-7.21, Synergy_Bliss=4.24, Synergy_Loewe=-15.9, Synergy_HSA=0.310. (6) Drug 1: CN1CCC(CC1)COC2=C(C=C3C(=C2)N=CN=C3NC4=C(C=C(C=C4)Br)F)OC. Synergy scores: CSS=14.5, Synergy_ZIP=-6.69, Synergy_Bliss=-5.45, Synergy_Loewe=-22.5, Synergy_HSA=-4.80. Drug 2: CC(C)NC(=O)C1=CC=C(C=C1)CNNC.Cl. Cell line: UO-31. (7) Drug 1: CNC(=O)C1=NC=CC(=C1)OC2=CC=C(C=C2)NC(=O)NC3=CC(=C(C=C3)Cl)C(F)(F)F. Drug 2: C1CC(=O)NC(=O)C1N2C(=O)C3=CC=CC=C3C2=O. Cell line: BT-549. Synergy scores: CSS=-8.31, Synergy_ZIP=-1.36, Synergy_Bliss=-10.1, Synergy_Loewe=-10.3, Synergy_HSA=-10.2. (8) Drug 1: COC1=CC(=CC(=C1O)OC)C2C3C(COC3=O)C(C4=CC5=C(C=C24)OCO5)OC6C(C(C7C(O6)COC(O7)C8=CC=CS8)O)O. Drug 2: C1=CC(=CC=C1CC(C(=O)O)N)N(CCCl)CCCl.Cl. Cell line: NCI-H460. Synergy scores: CSS=55.7, Synergy_ZIP=3.54, Synergy_Bliss=3.68, Synergy_Loewe=-0.350, Synergy_HSA=7.08.